This data is from Reaction yield outcomes from USPTO patents with 853,638 reactions. The task is: Predict the reaction yield, written as a fraction of the theoretical maximum amount of product (1.0 means a 100% yield; for example, 0.34 means a 34% yield). (1) The reactants are [ClH:1].[CH2:2]([N:9]1[CH2:12][C:11]2([CH2:16][CH2:15][CH2:14][N:13]2C(OC(C)(C)C)=O)[CH2:10]1)[C:3]1[CH:8]=[CH:7][CH:6]=[CH:5][CH:4]=1. The catalyst is CCOC(C)=O. The product is [ClH:1].[ClH:1].[CH2:2]([N:9]1[CH2:12][C:11]2([CH2:16][CH2:15][CH2:14][NH:13]2)[CH2:10]1)[C:3]1[CH:4]=[CH:5][CH:6]=[CH:7][CH:8]=1. The yield is 0.960. (2) The reactants are [NH2:1][CH2:2][C:3]1[N:4]=[C:5]([NH:8][C:9]([NH:11][C:12]2[CH:17]=[CH:16][C:15]([CH3:18])=[CH:14][C:13]=2[C:19]([CH:21]2[CH2:25][CH2:24][CH2:23][CH2:22]2)=[O:20])=[O:10])[S:6][CH:7]=1.[CH3:26][O:27][C:28](=[O:35])[CH2:29][CH2:30][S:31](Cl)(=[O:33])=[O:32]. No catalyst specified. The product is [CH3:26][O:27][C:28](=[O:35])[CH2:29][CH2:30][S:31](=[O:33])(=[O:32])[NH:1][CH2:2][C:3]1[N:4]=[C:5]([NH:8][C:9]([NH:11][C:12]2[CH:17]=[CH:16][C:15]([CH3:18])=[CH:14][C:13]=2[C:19]([CH:21]2[CH2:25][CH2:24][CH2:23][CH2:22]2)=[O:20])=[O:10])[S:6][CH:7]=1. The yield is 0.910.